The task is: Predict the product of the given reaction.. This data is from Forward reaction prediction with 1.9M reactions from USPTO patents (1976-2016). (1) Given the reactants FC(F)(F)S([C:6]1[C:14]2[S:13][C:12]([NH:15][C:16]([NH:18][CH2:19][CH3:20])=[O:17])=[N:11][C:10]=2[CH:9]=[CH:8][CH:7]=1)(=O)=O.[Cl-].[Li+].[C:25]1(P(C2C=CC=CC=2)C2C=CC=CC=2)C=CC=C[CH:26]=1.C([Sn](C=C)(C=C)C=C)=C, predict the reaction product. The product is: [CH:25]([C:6]1[C:14]2[S:13][C:12]([NH:15][C:16]([NH:18][CH2:19][CH3:20])=[O:17])=[N:11][C:10]=2[CH:9]=[CH:8][CH:7]=1)=[CH2:26]. (2) Given the reactants [N+:1]([C:4]1[CH:5]=[CH:6][C:7]([CH3:11])=[CH:8][C:9]=1[OH:10])([O-])=O.C(=O)([O-])[O-].[Cs+].[Cs+].C([CH2:20][C:21](Br)([CH3:25])[C:22](O)=[O:23])C, predict the reaction product. The product is: [CH3:20][C:21]1([CH3:25])[C:22](=[O:23])[NH:1][C:4]2[CH:5]=[CH:6][C:7]([CH3:11])=[CH:8][C:9]=2[O:10]1.